From a dataset of Full USPTO retrosynthesis dataset with 1.9M reactions from patents (1976-2016). Predict the reactants needed to synthesize the given product. Given the product [CH3:1][O:2][C:3]1[CH:8]=[CH:7][CH:6]=[CH:5][C:4]=1[O:9][CH2:17][C:18]([O:20][CH2:21][CH3:22])=[O:19], predict the reactants needed to synthesize it. The reactants are: [CH3:1][O:2][C:3]1[CH:8]=[CH:7][CH:6]=[CH:5][C:4]=1[OH:9].C(=O)([O-])[O-].[K+].[K+].Br[CH2:17][C:18]([O:20][CH2:21][CH3:22])=[O:19].